From a dataset of Choline transporter screen with 302,306 compounds. Binary Classification. Given a drug SMILES string, predict its activity (active/inactive) in a high-throughput screening assay against a specified biological target. (1) The drug is O=C(NC(C)C(OC)=O)C12CC3CC(C1)CC(C2)C3. The result is 0 (inactive). (2) The drug is O=C(N1CCN(CC1)CCCc1ccccc1)c1cc(OC)c(OC)c(OC)c1. The result is 0 (inactive). (3) The drug is O1CCN(CC1)c1nc(N(C)C)nc(Oc2n[nH]c(=O)cc2)n1. The result is 0 (inactive). (4) The drug is O=C(N(c1c(c(ccc1)C)C)CC(=O)NCc1ccc(cc1)C)C1(n2c(=NC(=O)C1)cccc2)C. The result is 0 (inactive). (5) The drug is O(CCn1c2c(n(c(=O)[nH]c2=O)C)nc1NCCN(C)C)c1ccccc1. The result is 0 (inactive). (6) The drug is O=c1nc([nH]c(c1Cc1ccccc1)C)NC(=O)C. The result is 0 (inactive). (7) The drug is s1c(c(nc1N(C(=O)Cc1ccccc1)c1c(F)cccc1)c1ccc(cc1)C)CC. The result is 0 (inactive). (8) The compound is s1c2c(CCN(C2)C)c(c1N\C=C1/C=C(C(C)(C)C)C=CC1=O)C#N. The result is 0 (inactive).